Predict the reaction yield, written as a fraction of the theoretical maximum amount of product (1.0 means a 100% yield; for example, 0.34 means a 34% yield). From a dataset of Reaction yield outcomes from USPTO patents with 853,638 reactions. (1) The reactants are [CH3:1][N:2]1[CH2:6][CH2:5][NH:4][C:3]1=[O:7].[H-].[Na+].Cl[CH2:11][C:12]1[CH:13]=[CH:14][C:15]([C:18]2[S:26][C:25]3[C:20](=[N:21][CH:22]=[CH:23][C:24]=3[O:27][C:28]3[CH:33]=[CH:32][C:31]([NH:34][C:35]([NH:37][CH:38]4[CH2:40][CH2:39]4)=[O:36])=[CH:30][C:29]=3[F:41])[CH:19]=2)=[N:16][CH:17]=1.O. The catalyst is CN(C=O)C. The product is [CH:38]1([NH:37][C:35]([NH:34][C:31]2[CH:32]=[CH:33][C:28]([O:27][C:24]3[CH:23]=[CH:22][N:21]=[C:20]4[CH:19]=[C:18]([C:15]5[CH:14]=[CH:13][C:12]([CH2:11][N:4]6[CH2:5][CH2:6][N:2]([CH3:1])[C:3]6=[O:7])=[CH:17][N:16]=5)[S:26][C:25]=34)=[C:29]([F:41])[CH:30]=2)=[O:36])[CH2:39][CH2:40]1. The yield is 0.100. (2) The reactants are [CH3:1][O:2][C:3]([C:5]1[CH:6]=[C:7]([Cl:24])[CH:8]=[C:9]2[C:14]=1[NH:13][CH:12]([C:15]1[CH:20]=[CH:19][CH:18]=[C:17](Br)[CH:16]=1)[C:11]([CH3:23])([CH3:22])[CH2:10]2)=[O:4].[CH3:25][N:26]([CH3:36])[C:27]1[CH:32]=[CH:31][C:30](B(O)O)=[CH:29][CH:28]=1.C(=O)([O-])[O-].[Na+].[Na+]. The catalyst is O1CCOCC1.O.C(OCC)(=O)C.C1C=CC([P]([Pd]([P](C2C=CC=CC=2)(C2C=CC=CC=2)C2C=CC=CC=2)([P](C2C=CC=CC=2)(C2C=CC=CC=2)C2C=CC=CC=2)[P](C2C=CC=CC=2)(C2C=CC=CC=2)C2C=CC=CC=2)(C2C=CC=CC=2)C2C=CC=CC=2)=CC=1. The product is [CH3:1][O:2][C:3]([C:5]1[CH:6]=[C:7]([Cl:24])[CH:8]=[C:9]2[C:14]=1[NH:13][CH:12]([C:15]1[CH:16]=[C:17]([C:30]3[CH:31]=[CH:32][C:27]([N:26]([CH3:36])[CH3:25])=[CH:28][CH:29]=3)[CH:18]=[CH:19][CH:20]=1)[C:11]([CH3:23])([CH3:22])[CH2:10]2)=[O:4]. The yield is 0.700. (3) The reactants are Br[C:2]1[CH:10]=[CH:9][C:8]2[C:4](=[C:5]([CH3:12])[N:6]([CH3:11])[N:7]=2)[C:3]=1[C:13]([O:15][CH3:16])=[O:14].C1(P(C2C=CC=CC=2)C2C=CC=CC=2)C=CC=CC=1.C(=O)([O-])[O-].[K+].[K+].[C:42]([O:46][CH3:47])(=[O:45])[CH:43]=[CH2:44]. The catalyst is CN(C)C=O.C([O-])(=O)C.[Pd+2].C([O-])(=O)C. The yield is 0.540. The product is [CH3:47][O:46][C:42](=[O:45])/[CH:43]=[CH:44]/[C:2]1[CH:10]=[CH:9][C:8]2[C:4](=[C:5]([CH3:12])[N:6]([CH3:11])[N:7]=2)[C:3]=1[C:13]([O:15][CH3:16])=[O:14]. (4) The reactants are [Cl:1][C:2]1[CH:7]=[CH:6][C:5]([CH:8](O)[C:9]2[C:18]3[C:17](=[O:19])[N:16]([CH2:20][CH2:21][CH2:22][O:23][CH:24]4CCCC[O:25]4)[C:15](=[O:30])[N:14]([CH3:31])[C:13]=3[N:12]=[CH:11][C:10]=2[O:32][C:33]2[CH:34]=[N:35][CH:36]=[CH:37][CH:38]=2)=[CH:4][CH:3]=1. The catalyst is C(O)=O.[Zn]. The product is [CH:24]([O:23][CH2:22][CH2:21][CH2:20][N:16]1[C:17](=[O:19])[C:18]2[C:9]([CH2:8][C:5]3[CH:4]=[CH:3][C:2]([Cl:1])=[CH:7][CH:6]=3)=[C:10]([O:32][C:33]3[CH:34]=[N:35][CH:36]=[CH:37][CH:38]=3)[CH:11]=[N:12][C:13]=2[N:14]([CH3:31])[C:15]1=[O:30])=[O:25]. The yield is 0.167. (5) The reactants are [F:1][C:2]1[CH:7]=[CH:6][CH:5]=[C:4]([N+:8]([O-])=O)[C:3]=1[CH2:11][C:12]([OH:14])=O. The catalyst is C(O)(=O)C.[Pd]. The product is [F:1][C:2]1[CH:7]=[CH:6][CH:5]=[C:4]2[C:3]=1[CH2:11][C:12](=[O:14])[NH:8]2. The yield is 0.670. (6) The reactants are N[C:2]1[N:7]=[C:6]([C:8]2[CH:13]=[CH:12][CH:11]=[CH:10][CH:9]=2)[CH:5]=[C:4]([C:14]2[CH:19]=[CH:18][CH:17]=[CH:16][CH:15]=2)[N:3]=1.[Br:20]Br.N([O-])=O.[Na+]. The catalyst is Br. The product is [Br:20][C:2]1[N:7]=[C:6]([C:8]2[CH:13]=[CH:12][CH:11]=[CH:10][CH:9]=2)[CH:5]=[C:4]([C:14]2[CH:19]=[CH:18][CH:17]=[CH:16][CH:15]=2)[N:3]=1. The yield is 0.730. (7) The reactants are [H-].[Na+].[CH2:3]([O:5][C:6]([C:8]1[CH2:9][CH2:10][O:11][CH2:12][C:13]=1[OH:14])=[O:7])[CH3:4].[F:15][C:16]([F:29])([F:28])[S:17](O[S:17]([C:16]([F:29])([F:28])[F:15])(=[O:19])=[O:18])(=[O:19])=[O:18]. The catalyst is CCOCC. The product is [CH2:3]([O:5][C:6]([C:8]1[CH2:9][CH2:10][O:11][CH2:12][C:13]=1[O:14][S:17]([C:16]([F:29])([F:28])[F:15])(=[O:19])=[O:18])=[O:7])[CH3:4]. The yield is 0.890. (8) The reactants are [C:1]([C:5]1[CH:6]=[C:7]([N+:12]([O-:14])=[O:13])[C:8](Cl)=[N:9][CH:10]=1)([CH3:4])([CH3:3])[CH3:2].[C:15](=O)([O-])[O-].[K+].[K+].CB1OB(C)OB(C)O1. The catalyst is O1CCOCC1.CCOCC. The product is [C:1]([C:5]1[CH:6]=[C:7]([N+:12]([O-:14])=[O:13])[C:8]([CH3:15])=[N:9][CH:10]=1)([CH3:4])([CH3:3])[CH3:2]. The yield is 0.750. (9) The reactants are Cl[C:2]1[N:7]=[C:6]([C:8]2[CH:13]=[CH:12][CH:11]=[CH:10][CH:9]=2)[N:5]=[C:4]([NH:14][CH3:15])[N:3]=1.[NH2:16][C@H:17]1[CH2:22][CH2:21][C@H:20]([C:23]([OH:25])=[O:24])[CH2:19][CH2:18]1.[OH-].[Na+]. The product is [CH3:15][NH:14][C:4]1[N:5]=[C:6]([C:8]2[CH:9]=[CH:10][CH:11]=[CH:12][CH:13]=2)[N:7]=[C:2]([NH:16][C@H:17]2[CH2:22][CH2:21][C@H:20]([C:23]([OH:25])=[O:24])[CH2:19][CH2:18]2)[N:3]=1. The yield is 0.200. The catalyst is CC#N.O.O.